This data is from Forward reaction prediction with 1.9M reactions from USPTO patents (1976-2016). The task is: Predict the product of the given reaction. (1) Given the reactants ClC1C=C2C(=CC=1)[N:7](S(C1C=CC=CC=1)(=O)=O)C(C(OCC)=O)=C2S(Cl)(=O)=O.[Br:29][C:30]1[CH:31]=[C:32]2[C:36](=[CH:37][CH:38]=1)[N:35](S(C1C=CC=CC=1)(=O)=O)[C:34]([C:48]([O:50]CC)=O)=[C:33]2[S:53](Cl)(=[O:55])=[O:54].N1CCOCC1.C(O)(=O)C(O)=O.[CH3:69][N:70]([CH3:81])[CH2:71][CH2:72][N:73]1[C:79](=[O:80])[CH2:78][CH2:77][NH:76][CH2:75][CH2:74]1, predict the reaction product. The product is: [Br:29][C:30]1[CH:31]=[C:32]2[C:36](=[CH:37][CH:38]=1)[NH:35][C:34]([C:48]([NH2:7])=[O:50])=[C:33]2[S:53]([N:76]1[CH2:77][CH2:78][C:79](=[O:80])[N:73]([CH2:72][CH2:71][N:70]([CH3:81])[CH3:69])[CH2:74][CH2:75]1)(=[O:54])=[O:55]. (2) Given the reactants C1C=C[NH+]=CC=1.[O-][Cr](Cl)(=O)=O.C([O-])(=O)C.[Na+].[Cl:17][C:18]1[CH:19]=[C:20]([CH3:41])[C:21]2[N:22]([C:24]([CH2:33][CH:34]([C:36]3[S:37][CH:38]=[CH:39][CH:40]=3)[OH:35])=[C:25]([C:27]3[CH:32]=[CH:31][CH:30]=[CH:29][CH:28]=3)[N:26]=2)[CH:23]=1.O, predict the reaction product. The product is: [Cl:17][C:18]1[CH:19]=[C:20]([CH3:41])[C:21]2[N:22]([C:24]([CH2:33][C:34]([C:36]3[S:37][CH:38]=[CH:39][CH:40]=3)=[O:35])=[C:25]([C:27]3[CH:28]=[CH:29][CH:30]=[CH:31][CH:32]=3)[N:26]=2)[CH:23]=1. (3) Given the reactants [Br:1][C:2]1[CH:7]=[CH:6][C:5]([CH2:8][C:9]([OH:11])=O)=[CH:4][CH:3]=1.C(Cl)(=O)C(Cl)=O.BrC1C=CC(CC(Cl)=O)=CC=1.[OH-].[Na+].[CH3:31][O:32][C:33]1[CH:34]=[C:35]([CH:39]=[CH:40][C:41]=1[O:42][CH3:43])[CH2:36][CH2:37][NH2:38], predict the reaction product. The product is: [Br:1][C:2]1[CH:3]=[CH:4][C:5]([CH2:8][C:9]([NH:38][CH2:37][CH2:36][C:35]2[CH:39]=[CH:40][C:41]([O:42][CH3:43])=[C:33]([O:32][CH3:31])[CH:34]=2)=[O:11])=[CH:6][CH:7]=1.